This data is from Reaction yield outcomes from USPTO patents with 853,638 reactions. The task is: Predict the reaction yield, written as a fraction of the theoretical maximum amount of product (1.0 means a 100% yield; for example, 0.34 means a 34% yield). The reactants are C([O:3][C:4]([C:6]1([C:9]2[CH:14]=[CH:13][C:12]([C:15]3[CH:20]=[CH:19][C:18]([C:21]4[S:22][C:23]([F:39])=[CH:24][C:25]=4[NH:26][C:27]([O:29][C@@H:30]([C:32]4[CH:37]=[CH:36][CH:35]=[CH:34][C:33]=4[CH3:38])[CH3:31])=[O:28])=[CH:17][CH:16]=3)=[CH:11][CH:10]=2)[CH2:8][CH2:7]1)=[O:5])C.[OH-].[Na+].Cl. The catalyst is C(O)(C)C. The product is [F:39][C:23]1[S:22][C:21]([C:18]2[CH:19]=[CH:20][C:15]([C:12]3[CH:11]=[CH:10][C:9]([C:6]4([C:4]([OH:5])=[O:3])[CH2:8][CH2:7]4)=[CH:14][CH:13]=3)=[CH:16][CH:17]=2)=[C:25]([NH:26][C:27]([O:29][C@@H:30]([C:32]2[CH:37]=[CH:36][CH:35]=[CH:34][C:33]=2[CH3:38])[CH3:31])=[O:28])[CH:24]=1. The yield is 0.790.